From a dataset of Forward reaction prediction with 1.9M reactions from USPTO patents (1976-2016). Predict the product of the given reaction. (1) Given the reactants [C:1]([C@H:5]1[CH2:10][CH2:9][C@H:8]([O:11][C:12]2[CH:17]=[CH:16][C:15]([C:18]3[CH:23]=[CH:22][C:21]([CH:24]=O)=[CH:20][CH:19]=3)=[CH:14][CH:13]=2)[CH2:7][CH2:6]1)([CH3:4])([CH3:3])[CH3:2].[NH:26]1[CH2:31][CH2:30][CH:29]([C:32]([O:34][CH2:35][CH3:36])=[O:33])[CH2:28][CH2:27]1.[BH-](OC(C)=O)(OC(C)=O)OC(C)=O.[Na+].CC(O)=O, predict the reaction product. The product is: [C:1]([C@H:5]1[CH2:6][CH2:7][C@H:8]([O:11][C:12]2[CH:13]=[CH:14][C:15]([C:18]3[CH:23]=[CH:22][C:21]([CH2:24][N:26]4[CH2:31][CH2:30][CH:29]([C:32]([O:34][CH2:35][CH3:36])=[O:33])[CH2:28][CH2:27]4)=[CH:20][CH:19]=3)=[CH:16][CH:17]=2)[CH2:9][CH2:10]1)([CH3:4])([CH3:3])[CH3:2]. (2) Given the reactants Br[C:2]1[C:7]([F:8])=[C:6]([Cl:9])[CH:5]=[CH:4][N:3]=1.CC1(C)CCCC(C)(C)N1.[Li]CCCC.Cl[C:26]1[CH:31]=[CH:30][N:29]=C[C:27]=1F.C1C(=O)[N:37](Br)C(=O)C1.CC[O:43][C:44](C)=[O:45], predict the reaction product. The product is: [Cl:9][C:6]1[CH:5]=[CH:4][N:3]=[C:2]([N:37]2[C:26]([CH3:27])=[C:31]([C:44]([OH:43])=[O:45])[CH:30]=[N:29]2)[C:7]=1[F:8]. (3) Given the reactants [C:1]([O:5][C:6](=[O:17])[CH:7]=[CH:8][C:9]1[CH:14]=[C:13]([Cl:15])[CH:12]=[C:11]([Cl:16])[CH:10]=1)([CH3:4])([CH3:3])[CH3:2].[H][H], predict the reaction product. The product is: [C:1]([O:5][C:6](=[O:17])[CH2:7][CH2:8][C:9]1[CH:14]=[C:13]([Cl:15])[CH:12]=[C:11]([Cl:16])[CH:10]=1)([CH3:4])([CH3:2])[CH3:3]. (4) Given the reactants [F:1]C1C=C(C(OC)=O)C2C3C(=O)CNCC=3NC=2C=1.C1(C(Cl)=O)CC1.[CH:26]1([C:29]([N:31]2[CH2:43][C:42]3[NH:41][C:40]4[CH:39]=[CH:38][CH:37]=[C:36]5[C:44](=[O:47])[NH:45][N:46]=[C:33]([C:34]=3[C:35]=45)[CH2:32]2)=[O:30])[CH2:28][CH2:27]1, predict the reaction product. The product is: [CH:26]1([C:29]([N:31]2[CH2:43][C:42]3[NH:41][C:40]4[CH:39]=[C:38]([F:1])[CH:37]=[C:36]5[C:44](=[O:47])[NH:45][N:46]=[C:33]([C:34]=3[C:35]=45)[CH2:32]2)=[O:30])[CH2:27][CH2:28]1. (5) Given the reactants Br[C:2]1[CH:3]=[C:4]([O:12][CH2:13][C:14]2[CH:19]=[CH:18][C:17]([O:20][CH3:21])=[CH:16][CH:15]=2)[C:5]2[N:6]([CH:8]=[C:9]([CH3:11])[N:10]=2)[CH:7]=1.[OH:22][C:23]1[CH:28]=[CH:27][CH:26]=[CH:25][N:24]=1.P([O-])([O-])([O-])=O.[K+].[K+].[K+].CNCCNC, predict the reaction product. The product is: [CH3:11][C:9]1[N:10]=[C:5]2[C:4]([O:12][CH2:13][C:14]3[CH:19]=[CH:18][C:17]([O:20][CH3:21])=[CH:16][CH:15]=3)=[CH:3][C:2]([N:24]3[CH:25]=[CH:26][CH:27]=[CH:28][C:23]3=[O:22])=[CH:7][N:6]2[CH:8]=1. (6) The product is: [C:41]([NH:40][C:37]1[CH:38]=[CH:39][C:34]([C:17]2[S:16][C:15]([CH2:14][O:13][C:10]3[CH:9]=[CH:8][C:7]([CH2:6][C@H:5]([O:22][CH2:23][CH3:24])[C:4]([OH:3])=[O:25])=[CH:12][CH:11]=3)=[C:19]([CH3:20])[CH:18]=2)=[CH:35][CH:36]=1)(=[O:43])[CH3:42]. Given the reactants C([O:3][C:4](=[O:25])[C@@H:5]([O:22][CH2:23][CH3:24])[CH2:6][C:7]1[CH:12]=[CH:11][C:10]([O:13][CH2:14][C:15]2[S:16][C:17](Br)=[CH:18][C:19]=2[CH3:20])=[CH:9][CH:8]=1)C.CC1(C)C(C)(C)OB([C:34]2[CH:39]=[CH:38][C:37]([NH:40][C:41](=[O:43])[CH3:42])=[CH:36][CH:35]=2)O1, predict the reaction product. (7) Given the reactants [NH2:1][NH:2][C:3]([C:5]1[C:10]([Br:11])=[CH:9][CH:8]=[CH:7][N:6]=1)=[NH:4].[F:12][C:13]1[CH:14]=[CH:15][C:16]([OH:21])=[C:17]([CH:20]=1)[CH:18]=O, predict the reaction product. The product is: [Br:11][C:10]1[C:5]([C:3]2[N:4]=[C:18]([C:17]3[CH:20]=[C:13]([F:12])[CH:14]=[CH:15][C:16]=3[OH:21])[NH:1][N:2]=2)=[N:6][CH:7]=[CH:8][CH:9]=1. (8) Given the reactants [CH2:1]([N:8]1[CH:12]=[C:11]([CH2:13][C@@H:14]2[C@@H:18]([CH2:19][CH2:20][CH2:21][CH2:22][CH2:23][CH2:24][CH3:25])[O:17][C:16]([CH3:27])([CH3:26])[O:15]2)[N:10]=[N:9]1)[C:2]1[CH:7]=[CH:6][CH:5]=[CH:4][CH:3]=1.C([Li])CCC.[CH:33](=[O:36])[CH2:34][CH3:35], predict the reaction product. The product is: [CH2:1]([N:8]1[C:12]([CH:33]([OH:36])[CH2:34][CH3:35])=[C:11]([CH2:13][C@@H:14]2[C@@H:18]([CH2:19][CH2:20][CH2:21][CH2:22][CH2:23][CH2:24][CH3:25])[O:17][C:16]([CH3:26])([CH3:27])[O:15]2)[N:10]=[N:9]1)[C:2]1[CH:3]=[CH:4][CH:5]=[CH:6][CH:7]=1. (9) Given the reactants FC(F)(F)C(O)=O.C(OC([NH:15][C:16]1[C:21](=[O:22])[N:20]([CH2:23][C:24]2[CH:29]=[CH:28][C:27]([Cl:30])=[CH:26][CH:25]=2)[C:19]([S:31][CH3:32])=[N:18][CH:17]=1)=O)(C)(C)C, predict the reaction product. The product is: [NH2:15][C:16]1[C:21](=[O:22])[N:20]([CH2:23][C:24]2[CH:25]=[CH:26][C:27]([Cl:30])=[CH:28][CH:29]=2)[C:19]([S:31][CH3:32])=[N:18][CH:17]=1. (10) Given the reactants C(OC([NH:8][CH2:9][CH2:10][CH2:11][C:12]1[CH:24]=[CH:23][C:15]([O:16][CH2:17][C:18]([O:20][CH2:21][CH3:22])=[O:19])=[CH:14][CH:13]=1)=O)(C)(C)C.[ClH:25].CCOC(C)=O, predict the reaction product. The product is: [ClH:25].[NH2:8][CH2:9][CH2:10][CH2:11][C:12]1[CH:24]=[CH:23][C:15]([O:16][CH2:17][C:18]([O:20][CH2:21][CH3:22])=[O:19])=[CH:14][CH:13]=1.